Dataset: Reaction yield outcomes from USPTO patents with 853,638 reactions. Task: Predict the reaction yield, written as a fraction of the theoretical maximum amount of product (1.0 means a 100% yield; for example, 0.34 means a 34% yield). (1) The reactants are C([O-])([O-])=O.[Cs+].[Cs+].CS(O[CH:12]1[CH2:17][CH2:16][O:15][CH:14]([C:18]2[C:23]([Cl:24])=[CH:22][C:21]([C:25]([F:28])([F:27])[F:26])=[CH:20][N:19]=2)[CH2:13]1)(=O)=O.[C:29]1([SH:35])[CH:34]=[CH:33][CH:32]=[CH:31][CH:30]=1. The catalyst is CC#N. The product is [Cl:24][C:23]1[C:18]([CH:14]2[CH2:13][CH:12]([S:35][C:29]3[CH:34]=[CH:33][CH:32]=[C:31]([C:25]([F:28])([F:27])[F:26])[CH:30]=3)[CH2:17][CH2:16][O:15]2)=[N:19][CH:20]=[C:21]([C:25]([F:26])([F:27])[F:28])[CH:22]=1. The yield is 0.770. (2) The product is [CH3:37][O:36][C:33]1[CH:34]=[CH:35][C:30]([CH2:29][N:7]([CH2:6][C:4]2[N:3]=[N:2][N:1]([CH3:42])[CH:5]=2)[C:8]2[C:9](=[O:28])[N:10]([CH3:27])[N:11]=[C:12]([O:14][CH2:15][C@H:16]3[CH2:18][C@@H:17]3[C:19]3[CH:24]=[CH:23][C:22]([O:25][CH3:26])=[CH:21][N:20]=3)[CH:13]=2)=[CH:31][CH:32]=1. The yield is 0.530. The reactants are [NH:1]1[CH:5]=[C:4]([CH2:6][N:7]([CH2:29][C:30]2[CH:35]=[CH:34][C:33]([O:36][CH3:37])=[CH:32][CH:31]=2)[C:8]2[C:9](=[O:28])[N:10]([CH3:27])[N:11]=[C:12]([O:14][CH2:15][C@H:16]3[CH2:18][C@@H:17]3[C:19]3[CH:24]=[CH:23][C:22]([O:25][CH3:26])=[CH:21][N:20]=3)[CH:13]=2)[N:3]=[N:2]1.[H-].[Na+].CI.[CH3:42]OC1C=CC(CN(CC2C=NN(C)N=2)C2C(=O)N(C)N=C(OC[C@H]3C[C@@H]3C3C=CC(OC)=CN=3)C=2)=CC=1. The catalyst is C1COCC1.O.CCOC(C)=O. (3) The reactants are [C:1]([O:5][C:6]([NH:8][CH2:9][CH2:10][CH2:11][N:12]1[C:16]2[CH:17]=[CH:18][C:19](C(O)=O)=[CH:20][C:15]=2[NH:14][CH:13]1[C:24]([O:29][CH3:30])([O:27][CH3:28])[O:25][CH3:26])=[O:7])([CH3:4])([CH3:3])[CH3:2].C1CN([P+](O[N:48]2N=[N:55][C:50]3[CH:51]=[CH:52][CH:53]=C[C:49]2=3)(N2CCCC2)N2CCCC2)CC1.F[P-](F)(F)(F)(F)F.NC1C=NC=CC=1.C(N(CC)CC)C.CN([CH:81]=[O:82])C. The catalyst is CCOC(C)=O. The product is [N:48]1[CH:53]=[CH:52][CH:51]=[C:50]([NH:55][C:81]([C:18]2[CH:19]=[CH:20][C:15]3[N:14]=[C:13]([C:24]([O:27][CH3:28])([O:25][CH3:26])[O:29][CH3:30])[N:12]([CH2:11][CH2:10][CH2:9][NH:8][C:6](=[O:7])[O:5][C:1]([CH3:4])([CH3:3])[CH3:2])[C:16]=3[CH:17]=2)=[O:82])[CH:49]=1. The yield is 0.990. (4) The reactants are [C:1]([O:5][C:6](=[O:22])[NH:7][CH2:8][CH2:9][N:10]1[CH2:15][CH2:14][CH:13]([CH2:16][CH2:17][CH2:18][C:19](=O)[NH2:20])[CH2:12][CH2:11]1)([CH3:4])([CH3:3])[CH3:2]. The catalyst is ClCCl.C1(C)C=CC=CC=1. The product is [C:1]([O:5][C:6](=[O:22])[NH:7][CH2:8][CH2:9][N:10]1[CH2:11][CH2:12][CH:13]([CH2:16][CH2:17][CH2:18][CH2:19][NH2:20])[CH2:14][CH2:15]1)([CH3:4])([CH3:2])[CH3:3]. The yield is 0.230.